Dataset: NCI-60 drug combinations with 297,098 pairs across 59 cell lines. Task: Regression. Given two drug SMILES strings and cell line genomic features, predict the synergy score measuring deviation from expected non-interaction effect. (1) Drug 1: C1CC(=O)NC(=O)C1N2CC3=C(C2=O)C=CC=C3N. Drug 2: C1=C(C(=O)NC(=O)N1)N(CCCl)CCCl. Cell line: PC-3. Synergy scores: CSS=13.0, Synergy_ZIP=-5.72, Synergy_Bliss=-2.54, Synergy_Loewe=-3.31, Synergy_HSA=0.00367. (2) Drug 1: CC1=C2C(C(=O)C3(C(CC4C(C3C(C(C2(C)C)(CC1OC(=O)C(C(C5=CC=CC=C5)NC(=O)OC(C)(C)C)O)O)OC(=O)C6=CC=CC=C6)(CO4)OC(=O)C)O)C)O. Drug 2: CC(C)NC(=O)C1=CC=C(C=C1)CNNC.Cl. Cell line: A498. Synergy scores: CSS=17.3, Synergy_ZIP=0.277, Synergy_Bliss=1.01, Synergy_Loewe=3.14, Synergy_HSA=3.43. (3) Drug 1: CC1=C2C(C(=O)C3(C(CC4C(C3C(C(C2(C)C)(CC1OC(=O)C(C(C5=CC=CC=C5)NC(=O)OC(C)(C)C)O)O)OC(=O)C6=CC=CC=C6)(CO4)OC(=O)C)OC)C)OC. Drug 2: B(C(CC(C)C)NC(=O)C(CC1=CC=CC=C1)NC(=O)C2=NC=CN=C2)(O)O. Cell line: NCI-H460. Synergy scores: CSS=72.8, Synergy_ZIP=21.5, Synergy_Bliss=20.4, Synergy_Loewe=12.9, Synergy_HSA=21.3. (4) Drug 1: CC1=C(N=C(N=C1N)C(CC(=O)N)NCC(C(=O)N)N)C(=O)NC(C(C2=CN=CN2)OC3C(C(C(C(O3)CO)O)O)OC4C(C(C(C(O4)CO)O)OC(=O)N)O)C(=O)NC(C)C(C(C)C(=O)NC(C(C)O)C(=O)NCCC5=NC(=CS5)C6=NC(=CS6)C(=O)NCCC[S+](C)C)O. Drug 2: CC1C(C(CC(O1)OC2CC(CC3=C2C(=C4C(=C3O)C(=O)C5=CC=CC=C5C4=O)O)(C(=O)C)O)N)O. Cell line: MDA-MB-435. Synergy scores: CSS=58.2, Synergy_ZIP=-1.47, Synergy_Bliss=3.00, Synergy_Loewe=-23.5, Synergy_HSA=3.94. (5) Drug 1: CC(C)(C#N)C1=CC(=CC(=C1)CN2C=NC=N2)C(C)(C)C#N. Drug 2: CC1C(C(CC(O1)OC2CC(CC3=C2C(=C4C(=C3O)C(=O)C5=C(C4=O)C(=CC=C5)OC)O)(C(=O)CO)O)N)O.Cl. Cell line: SR. Synergy scores: CSS=44.5, Synergy_ZIP=0.442, Synergy_Bliss=0.528, Synergy_Loewe=-3.39, Synergy_HSA=1.27. (6) Synergy scores: CSS=24.7, Synergy_ZIP=11.2, Synergy_Bliss=13.4, Synergy_Loewe=-16.1, Synergy_HSA=9.00. Drug 1: CC(C1=C(C=CC(=C1Cl)F)Cl)OC2=C(N=CC(=C2)C3=CN(N=C3)C4CCNCC4)N. Cell line: HL-60(TB). Drug 2: C1CNP(=O)(OC1)N(CCCl)CCCl. (7) Synergy scores: CSS=42.9, Synergy_ZIP=-5.02, Synergy_Bliss=-3.49, Synergy_Loewe=-64.8, Synergy_HSA=-1.03. Drug 1: CC=C1C(=O)NC(C(=O)OC2CC(=O)NC(C(=O)NC(CSSCCC=C2)C(=O)N1)C(C)C)C(C)C. Drug 2: CS(=O)(=O)CCNCC1=CC=C(O1)C2=CC3=C(C=C2)N=CN=C3NC4=CC(=C(C=C4)OCC5=CC(=CC=C5)F)Cl. Cell line: ACHN. (8) Drug 2: C1=C(C(=O)NC(=O)N1)F. Synergy scores: CSS=61.6, Synergy_ZIP=-4.02, Synergy_Bliss=-7.37, Synergy_Loewe=-7.34, Synergy_HSA=-4.02. Drug 1: CC1C(C(CC(O1)OC2CC(CC3=C2C(=C4C(=C3O)C(=O)C5=C(C4=O)C(=CC=C5)OC)O)(C(=O)C)O)N)O.Cl. Cell line: NCI-H460.